This data is from Forward reaction prediction with 1.9M reactions from USPTO patents (1976-2016). The task is: Predict the product of the given reaction. (1) Given the reactants [F:1][C:2]1[CH:15]=[CH:14][C:13]([O:16][CH3:17])=[CH:12][C:3]=1[CH:4]=[C:5]1[S:9]C(=S)N[C:6]1=[O:11].[OH-:18].[Na+], predict the reaction product. The product is: [F:1][C:2]1[CH:15]=[CH:14][C:13]([O:16][CH3:17])=[CH:12][C:3]=1/[CH:4]=[C:5](\[SH:9])/[C:6]([OH:18])=[O:11]. (2) Given the reactants C(Cl)(=O)C(Cl)=O.CS(C)=O.[CH2:11]([O:18][C:19](=[O:27])[NH:20][C@H:21]1[CH2:24][C@@H:23]([CH2:25][OH:26])[CH2:22]1)[C:12]1[CH:17]=[CH:16][CH:15]=[CH:14][CH:13]=1.C(N(CC)CC)C, predict the reaction product. The product is: [CH2:11]([O:18][C:19](=[O:27])[NH:20][C@H:21]1[CH2:24][C@@H:23]([CH:25]=[O:26])[CH2:22]1)[C:12]1[CH:13]=[CH:14][CH:15]=[CH:16][CH:17]=1.